Dataset: Forward reaction prediction with 1.9M reactions from USPTO patents (1976-2016). Task: Predict the product of the given reaction. (1) Given the reactants Cl[C:2]1[C:19]2[CH:18]=[CH:17][C:16]3[C:7](=[CH:8][CH:9]=[C:10]4[C:15]=3[N:14]=[C:13]([CH3:20])[CH:12]=[C:11]4Cl)[C:6]=2[N:5]=[C:4]([CH3:22])[CH:3]=1.[C:23]1([C:32]2[CH:37]=[CH:36][CH:35]=[CH:34][CH:33]=2)[CH:28]=[CH:27][CH:26]=[C:25](B(O)O)[CH:24]=1.C(=O)([O-])[O-].[Na+].[Na+], predict the reaction product. The product is: [CH3:22][C:4]1[CH:3]=[C:2]([C:34]2[CH:35]=[CH:36][CH:37]=[C:32]([C:23]3[CH:28]=[CH:27][CH:26]=[CH:25][CH:24]=3)[CH:33]=2)[C:19]2[CH:18]=[CH:17][C:16]3[C:7]([C:6]=2[N:5]=1)=[CH:8][CH:9]=[C:10]1[C:15]=3[N:14]=[C:13]([CH3:20])[CH:12]=[C:11]1[C:25]1[CH:26]=[CH:27][CH:28]=[C:23]([C:32]2[CH:37]=[CH:36][CH:35]=[CH:34][CH:33]=2)[CH:24]=1. (2) Given the reactants [CH3:1][O:2][C:3]1[CH:12]=[C:11]2[C:6]([CH2:7][C:8]([CH3:15])([CH3:14])[NH:9][CH:10]2[CH3:13])=[CH:5][C:4]=1[OH:16].[K].[CH2:18](Br)[C:19]1[CH:24]=[CH:23][CH:22]=[CH:21][CH:20]=1.O, predict the reaction product. The product is: [CH2:18]([O:16][C:4]1[CH:5]=[C:6]2[C:11](=[CH:12][C:3]=1[O:2][CH3:1])[C:10]([CH3:13])=[N:9][C:8]([CH3:15])([CH3:14])[CH2:7]2)[C:19]1[CH:24]=[CH:23][CH:22]=[CH:21][CH:20]=1. (3) Given the reactants [N+:1]([C:4]1[CH:9]=[CH:8][CH:7]=[CH:6][C:5]=1[NH2:10])([O-:3])=[O:2].[H-].[Na+].Br[CH2:14][C:15]1[CH:20]=[CH:19][CH:18]=[CH:17][CH:16]=1, predict the reaction product. The product is: [CH2:14]([NH:10][C:5]1[CH:6]=[CH:7][CH:8]=[CH:9][C:4]=1[N+:1]([O-:3])=[O:2])[C:15]1[CH:20]=[CH:19][CH:18]=[CH:17][CH:16]=1. (4) Given the reactants [Cl:1][C:2]1[N:7]=[C:6]([Cl:8])[CH:5]=[CH:4][N:3]=1.[CH3:9][NH:10][CH2:11][CH2:12]O.C([O-])(O)=[O:15].[Na+], predict the reaction product. The product is: [Cl:1][C:2]1[N:7]=[C:6]([N:10]([CH:11]([OH:15])[CH3:12])[CH3:9])[CH:5]=[CH:4][N:3]=1.[Cl:8][C:6]1[CH:5]=[CH:4][N:3]=[C:2]([N:10]([CH:11]([OH:15])[CH3:12])[CH3:9])[N:7]=1. (5) Given the reactants [NH:1]1[C:5](=[O:6])[CH2:4][CH2:3][C@H:2]1[C:7]([O:9][CH2:10][CH3:11])=[O:8].CN(C1C=CC=CN=1)C.C(N(CC)CC)C.[CH3:28][C:29]([O:32][C:33](O[C:33]([O:32][C:29]([CH3:31])([CH3:30])[CH3:28])=[O:34])=[O:34])([CH3:31])[CH3:30], predict the reaction product. The product is: [CH2:10]([O:9][C:7](=[O:8])[C@@H:2]1[CH2:3][CH2:4][C:5](=[O:6])[N:1]1[C:33]([O:32][C:29]([CH3:31])([CH3:30])[CH3:28])=[O:34])[CH3:11]. (6) Given the reactants Br[C:2]1[CH:3]=[C:4]2[C:9](=[CH:10][CH:11]=1)[N:8]=[CH:7][CH:6]=[C:5]2[S:12][C:13]1([C:17]([O:19][CH2:20][CH3:21])=[O:18])[CH2:16][CH2:15][CH2:14]1.[C:22]([C:24]1[CH:29]=[CH:28][C:27](B(O)O)=[CH:26][CH:25]=1)#[N:23].C(=O)([O-])[O-].[Na+].[Na+].O1CCOCC1, predict the reaction product. The product is: [C:22]([C:24]1[CH:29]=[CH:28][C:27]([C:2]2[CH:3]=[C:4]3[C:9](=[CH:10][CH:11]=2)[N:8]=[CH:7][CH:6]=[C:5]3[S:12][C:13]2([C:17]([O:19][CH2:20][CH3:21])=[O:18])[CH2:16][CH2:15][CH2:14]2)=[CH:26][CH:25]=1)#[N:23].